This data is from Catalyst prediction with 721,799 reactions and 888 catalyst types from USPTO. The task is: Predict which catalyst facilitates the given reaction. (1) Reactant: [OH-].[Li+].C[O:4][C:5](=[O:25])[C:6]1[CH:11]=[C:10]([N:12]2[CH2:17][CH2:16][CH2:15][CH2:14][S:13]2(=[O:19])=[O:18])[N:9]=[C:8]([NH:20][CH:21]([CH2:23][CH3:24])[CH3:22])[CH:7]=1. Product: [CH:21]([NH:20][C:8]1[CH:7]=[C:6]([CH:11]=[C:10]([N:12]2[CH2:17][CH2:16][CH2:15][CH2:14][S:13]2(=[O:19])=[O:18])[N:9]=1)[C:5]([OH:25])=[O:4])([CH2:23][CH3:24])[CH3:22]. The catalyst class is: 1. (2) Reactant: [C:1]1([OH:7])[CH:6]=[CH:5][CH:4]=[CH:3][CH:2]=1.[H-].[Na+].[Br:10][C:11]1[CH:16]=[C:15](Br)[CH:14]=[CH:13][N:12]=1. Product: [Br:10][C:11]1[CH:16]=[CH:15][C:14]([O:7][C:1]2[CH:6]=[CH:5][CH:4]=[CH:3][CH:2]=2)=[CH:13][N:12]=1. The catalyst class is: 9. (3) Reactant: [Br:1][C:2]1[N:6]2[C:7]3[CH:14]=[C:13]([O:15][CH:16]([CH3:18])[CH3:17])[C:12]([O:19][CH3:20])=[CH:11][C:8]=3[O:9][CH2:10][C:5]2=[C:4]([C:21]([O:23]CC)=[O:22])[N:3]=1.[OH-].[K+]. Product: [Br:1][C:2]1[N:6]2[C:7]3[CH:14]=[C:13]([O:15][CH:16]([CH3:17])[CH3:18])[C:12]([O:19][CH3:20])=[CH:11][C:8]=3[O:9][CH2:10][C:5]2=[C:4]([C:21]([OH:23])=[O:22])[N:3]=1. The catalyst class is: 40. (4) Reactant: [Cl:1][C:2]1[CH:7]=[CH:6][C:5]([C:8]2[C:17]3[C:12](=[CH:13][CH:14]=[CH:15][CH:16]=3)[C:11]([NH:18][C:19]3[CH:24]=[CH:23][C:22]([S:25][C:26]4[C:35]5[C:30](=[CH:31][C:32]([O:38][CH3:39])=[C:33]([O:36]C)[N:34]=5)[N:29]=[CH:28][CH:27]=4)=[CH:21][CH:20]=3)=[N:10][N:9]=2)=[CH:4][CH:3]=1.Br.CC(O)=O.[OH-].[Na+]. Product: [Cl:1][C:2]1[CH:3]=[CH:4][C:5]([C:8]2[C:17]3[C:12](=[CH:13][CH:14]=[CH:15][CH:16]=3)[C:11]([NH:18][C:19]3[CH:20]=[CH:21][C:22]([S:25][C:26]4[CH:27]=[CH:28][N:29]=[C:30]5[C:35]=4[NH:34][C:33](=[O:36])[C:32]([O:38][CH3:39])=[CH:31]5)=[CH:23][CH:24]=3)=[N:10][N:9]=2)=[CH:6][CH:7]=1. The catalyst class is: 6. (5) Reactant: [CH3:1][N:2]1[CH2:7][CH2:6][C:5]([CH2:15][NH:16][CH3:17])([C:8]2[CH:13]=[CH:12][C:11]([F:14])=[CH:10][CH:9]=2)[CH2:4][CH2:3]1.[C:18]([C:20]1[CH:21]=[C:22]([C:31](Cl)=[O:32])[C:23]2[C:28]([C:29]=1[CH3:30])=[CH:27][CH:26]=[CH:25][CH:24]=2)#[N:19]. Product: [CH3:1][N:2]1[CH2:3][CH2:4][C:5]([C:8]2[CH:13]=[CH:12][C:11]([F:14])=[CH:10][CH:9]=2)([CH2:15][N:16]([CH3:17])[C:31]([C:22]2[C:23]3[C:28](=[CH:27][CH:26]=[CH:25][CH:24]=3)[C:29]([CH3:30])=[C:20]([C:18]#[N:19])[CH:21]=2)=[O:32])[CH2:6][CH2:7]1. The catalyst class is: 28.